This data is from Full USPTO retrosynthesis dataset with 1.9M reactions from patents (1976-2016). The task is: Predict the reactants needed to synthesize the given product. (1) Given the product [NH:20]1[CH:24]=[C:23]([C:25]2[CH:30]=[CH:29][CH:28]=[CH:27][C:26]=2[O:31][CH2:45][C:46]2[CH:47]=[C:48]([CH:49]=[CH:50][CH:51]=2)[CH2:52][N:53]([CH2:62][C:63]2[CH:68]=[CH:67][CH:66]=[CH:65][CH:64]=2)[C:54](=[O:56])[CH3:55])[N:22]=[CH:21]1, predict the reactants needed to synthesize it. The reactants are: C([N:20]1[CH:24]=[C:23]([C:25]2[CH:30]=[CH:29][CH:28]=[CH:27][C:26]=2[OH:31])[N:22]=[CH:21]1)(C1C=CC=CC=1)(C1C=CC=CC=1)C1C=CC=CC=1.[H-].[Na+].CC1C=CC(S(O[CH2:45][C:46]2[CH:51]=[CH:50][CH:49]=[C:48]([CH2:52][NH:53][C:54](=[O:56])[CH3:55])[CH:47]=2)(=O)=O)=CC=1.N1C=CN=C1.[CH2:62](Br)[C:63]1[CH:68]=[CH:67][CH:66]=[CH:65][CH:64]=1.[OH-].[Na+]. (2) Given the product [C:1]([N:4]1[CH2:5][CH2:6][CH:7]([CH2:10][C:11]2[CH:12]=[CH:13][C:14]([S:18]([Cl:17])(=[O:20])=[O:19])=[CH:15][CH:16]=2)[CH2:8][CH2:9]1)(=[O:3])[CH3:2], predict the reactants needed to synthesize it. The reactants are: [C:1]([N:4]1[CH2:9][CH2:8][CH:7]([CH2:10][C:11]2[CH:16]=[CH:15][CH:14]=[CH:13][CH:12]=2)[CH2:6][CH2:5]1)(=[O:3])[CH3:2].[Cl:17][S:18](O)(=[O:20])=[O:19]. (3) Given the product [CH3:24][C:2]([NH:25][C:61]([NH:60][C:52](=[O:59])[C:53]1[CH:54]=[CH:55][CH:56]=[CH:57][CH:58]=1)=[S:62])([CH3:1])[CH2:3][NH:4][C:5]([C:6]1[CH:11]=[CH:10][CH:9]=[CH:8][CH:7]=1)([C:18]1[CH:23]=[CH:22][CH:21]=[CH:20][CH:19]=1)[C:12]1[CH:13]=[CH:14][CH:15]=[CH:16][CH:17]=1, predict the reactants needed to synthesize it. The reactants are: [CH3:1][C:2]([NH2:25])([CH3:24])[CH2:3][NH:4][C:5]([C:18]1[CH:23]=[CH:22][CH:21]=[CH:20][CH:19]=1)([C:12]1[CH:17]=[CH:16][CH:15]=[CH:14][CH:13]=1)[C:6]1[CH:11]=[CH:10][CH:9]=[CH:8][CH:7]=1.CC(N)(C)CN.C(Cl)(C1C=CC=CC=1)(C1C=CC=CC=1)C1C=CC=CC=1.[C:52]([N:60]=[C:61]=[S:62])(=[O:59])[C:53]1[CH:58]=[CH:57][CH:56]=[CH:55][CH:54]=1. (4) Given the product [NH:1]1[C:9]2[C:4](=[CH:5][C:6]([C:10]([NH:15][NH2:16])=[O:12])=[CH:7][CH:8]=2)[CH:3]=[N:2]1, predict the reactants needed to synthesize it. The reactants are: [NH:1]1[C:9]2[C:4](=[CH:5][C:6]([C:10]([O:12]C)=O)=[CH:7][CH:8]=2)[CH:3]=[N:2]1.O.[NH2:15][NH2:16]. (5) Given the product [Cl:1][C:2]1[CH:11]=[CH:10][C:9]2[N:8]=[C:7]([N:12]3[CH2:13][CH2:14][CH:15]([S:48][C:45]4[N:46]=[CH:47][NH:43][N:44]=4)[CH2:16][CH2:17]3)[CH:6]=[CH:5][C:4]=2[C:3]=1[C:23]([NH:25][CH2:26][C:27]12[CH2:36][CH:31]3[CH2:32][CH:33]([CH2:35][CH:29]([CH2:30]3)[CH2:28]1)[CH2:34]2)=[O:24], predict the reactants needed to synthesize it. The reactants are: [Cl:1][C:2]1[CH:11]=[CH:10][C:9]2[N:8]=[C:7]([N:12]3[CH2:17][CH2:16][CH:15](OS(C)(=O)=O)[CH2:14][CH2:13]3)[CH:6]=[CH:5][C:4]=2[C:3]=1[C:23]([NH:25][CH2:26][C:27]12[CH2:36][CH:31]3[CH2:32][CH:33]([CH2:35][CH:29]([CH2:30]3)[CH2:28]1)[CH2:34]2)=[O:24].C(=O)([O-])[O-].[K+].[K+].[NH:43]1[CH:47]=[N:46][C:45]([SH:48])=[N:44]1. (6) Given the product [CH:1]1([N:5]2[CH2:11][CH2:10][C:9]3[CH:12]=[CH:13][C:14]([CH:16]4[CH2:21][CH2:20][N:19]([C:22]5[N:23]=[CH:24][C:25]([N:29]6[CH2:33][CH2:32][CH2:31][C:30]6=[O:34])=[CH:26][CH:27]=5)[CH2:18][CH2:17]4)=[CH:15][C:8]=3[CH2:7][CH2:6]2)[CH2:4][CH2:3][CH2:2]1, predict the reactants needed to synthesize it. The reactants are: [CH:1]1([N:5]2[CH2:11][CH2:10][C:9]3[CH:12]=[CH:13][C:14]([CH:16]4[CH2:21][CH2:20][N:19]([C:22]5[CH:27]=[CH:26][C:25](I)=[CH:24][N:23]=5)[CH2:18][CH2:17]4)=[CH:15][C:8]=3[CH2:7][CH2:6]2)[CH2:4][CH2:3][CH2:2]1.[NH:29]1[CH2:33][CH2:32][CH2:31][C:30]1=[O:34].C(=O)([O-])[O-].[K+].[K+].CNCCNC. (7) Given the product [N+:11]([C:3]1[CH:4]=[C:5]([N+:8]([O-:10])=[O:9])[CH:6]=[CH:7][C:2]=1[S:17][C:16]1[CH:18]=[CH:19][CH:20]=[CH:21][C:15]=1[C:14]([OH:23])=[O:22])([O-:13])=[O:12], predict the reactants needed to synthesize it. The reactants are: Br[C:2]1[CH:7]=[CH:6][C:5]([N+:8]([O-:10])=[O:9])=[CH:4][C:3]=1[N+:11]([O-:13])=[O:12].[C:14]([OH:23])(=[O:22])[C:15]1[C:16](=[CH:18][CH:19]=[CH:20][CH:21]=1)[SH:17]. (8) Given the product [Si:21]([O:1][CH:2]1[CH2:7][CH:6]([CH3:8])[C:5](=[O:9])[C:4]([CH3:10])([CH3:11])[CH2:3]1)([C:17]([CH3:20])([CH3:19])[CH3:18])([CH3:23])[CH3:22], predict the reactants needed to synthesize it. The reactants are: [OH:1][CH:2]1[CH2:7][CH:6]([CH3:8])[C:5](=[O:9])[C:4]([CH3:11])([CH3:10])[CH2:3]1.N1C=CN=C1.[C:17]([Si:21](Cl)([CH3:23])[CH3:22])([CH3:20])([CH3:19])[CH3:18].O. (9) Given the product [F:31][C:29]([F:32])([F:30])[C:27]1[CH:26]=[C:5]([CH:4]=[C:3]([C:2]([F:33])([F:1])[F:34])[CH:28]=1)[CH2:6][N:7]([CH3:25])[C:8](=[O:24])[C:9]1[C:14]([C:15]2[CH:20]=[CH:19][CH:18]=[CH:17][C:16]=2[CH3:21])=[CH:13][C:12]([CH2:22][O:23][C:36]2[CH:41]=[CH:40][CH:39]=[C:38]([C:42]([F:45])([F:44])[F:43])[CH:37]=2)=[N:11][CH:10]=1, predict the reactants needed to synthesize it. The reactants are: [F:1][C:2]([F:34])([F:33])[C:3]1[CH:4]=[C:5]([CH:26]=[C:27]([C:29]([F:32])([F:31])[F:30])[CH:28]=1)[CH2:6][N:7]([CH3:25])[C:8](=[O:24])[C:9]1[C:14]([C:15]2[CH:20]=[CH:19][CH:18]=[CH:17][C:16]=2[CH3:21])=[CH:13][C:12]([CH2:22][OH:23])=[N:11][CH:10]=1.O[C:36]1[CH:37]=[C:38]([C:42]([F:45])([F:44])[F:43])[CH:39]=[CH:40][CH:41]=1.C1(P(C2C=CC=CC=2)C2C=CC=CC=2)C=CC=CC=1.N(C(OCC)=O)=NC(OCC)=O. (10) Given the product [NH2:18][C:15]1[CH:14]=[CH:13][C:12]([S:9]([NH:8][CH2:7][C:6]2[CH:21]=[CH:22][C:3]([N:2]([CH3:23])[CH3:1])=[CH:4][CH:5]=2)(=[O:10])=[O:11])=[CH:17][CH:16]=1, predict the reactants needed to synthesize it. The reactants are: [CH3:1][N:2]([CH3:23])[C:3]1[CH:22]=[CH:21][C:6]([CH2:7][NH:8][S:9]([C:12]2[CH:17]=[CH:16][C:15]([N+:18]([O-])=O)=[CH:14][CH:13]=2)(=[O:11])=[O:10])=[CH:5][CH:4]=1.